From a dataset of NCI-60 drug combinations with 297,098 pairs across 59 cell lines. Regression. Given two drug SMILES strings and cell line genomic features, predict the synergy score measuring deviation from expected non-interaction effect. Drug 1: C1CC(=O)NC(=O)C1N2CC3=C(C2=O)C=CC=C3N. Drug 2: CC12CCC3C(C1CCC2OP(=O)(O)O)CCC4=C3C=CC(=C4)OC(=O)N(CCCl)CCCl.[Na+]. Cell line: LOX IMVI. Synergy scores: CSS=1.73, Synergy_ZIP=-6.68, Synergy_Bliss=-13.4, Synergy_Loewe=-9.07, Synergy_HSA=-9.04.